From a dataset of Peptide-MHC class I binding affinity with 185,985 pairs from IEDB/IMGT. Regression. Given a peptide amino acid sequence and an MHC pseudo amino acid sequence, predict their binding affinity value. This is MHC class I binding data. The peptide sequence is AERGPGQML. The MHC is HLA-B07:02 with pseudo-sequence HLA-B07:02. The binding affinity (normalized) is 0.396.